The task is: Predict the reactants needed to synthesize the given product.. This data is from Full USPTO retrosynthesis dataset with 1.9M reactions from patents (1976-2016). Given the product [CH3:30][C:28]1[C:21]2[C:20](=[CH:25][CH:24]=[CH:23][N:22]=2)[N:19]=[CH:27][CH:26]=1, predict the reactants needed to synthesize it. The reactants are: [N+](C1C=CC=CC=1)([O-])=O.OS(O)(=O)=O.O=S(=O)=O.[NH2:19][C:20]1[CH:21]=[N:22][CH:23]=[CH:24][CH:25]=1.[CH:26]([C:28]([CH3:30])=O)=[CH2:27].